From a dataset of Forward reaction prediction with 1.9M reactions from USPTO patents (1976-2016). Predict the product of the given reaction. (1) Given the reactants C(OC([N:8]1[CH2:13][CH2:12][CH:11]([O:14][C:15]2[CH:20]=[CH:19][C:18]([N:21]3[C:30](=[O:31])[C:29]4[C:24](=[CH:25][CH:26]=[CH:27][CH:28]=4)[N:23]=[C:22]3[CH3:32])=[CH:17][CH:16]=2)[CH2:10][CH2:9]1)=O)(C)(C)C.FC(F)(F)C(O)=O, predict the reaction product. The product is: [CH3:32][C:22]1[N:21]([C:18]2[CH:17]=[CH:16][C:15]([O:14][CH:11]3[CH2:12][CH2:13][NH:8][CH2:9][CH2:10]3)=[CH:20][CH:19]=2)[C:30](=[O:31])[C:29]2[C:24](=[CH:25][CH:26]=[CH:27][CH:28]=2)[N:23]=1. (2) Given the reactants [F:1][C:2]1[CH:7]=[CH:6][C:5]([S:8][CH2:9][C:10]([NH:12][CH2:13][CH2:14][CH2:15][CH2:16][CH2:17][C:18]([OH:20])=O)=[O:11])=[CH:4][CH:3]=1.[O:21]1[CH2:26][CH2:25][N:24]([CH2:27][CH2:28][O:29][C:30]2[CH:35]=[CH:34][C:33]([C:36]3[N:37]=[C:38]([NH2:41])[S:39][CH:40]=3)=[CH:32][CH:31]=2)[CH2:23][CH2:22]1.F[P-](F)(F)(F)(F)F.N1(O[P+](N(C)C)(N(C)C)N(C)C)C2C=CC=CC=2N=N1.C(N(CC)CC)C.C(OC(NC1C=CC(SCC(NCCCCCC(O)=O)=O)=CC=1)=O)(C)(C)C, predict the reaction product. The product is: [F:1][C:2]1[CH:3]=[CH:4][C:5]([S:8][CH2:9][C:10]([NH:12][CH2:13][CH2:14][CH2:15][CH2:16][CH2:17][C:18]([NH:41][C:38]2[S:39][CH:40]=[C:36]([C:33]3[CH:34]=[CH:35][C:30]([O:29][CH2:28][CH2:27][N:24]4[CH2:25][CH2:26][O:21][CH2:22][CH2:23]4)=[CH:31][CH:32]=3)[N:37]=2)=[O:20])=[O:11])=[CH:6][CH:7]=1. (3) Given the reactants Cl.[F:2][C@@H:3]1[CH2:7][CH2:6][NH:5][CH2:4]1.Br[C:9]1[CH:14]=[CH:13][C:12]([S:15]([N:18]2[CH2:27][CH2:26][C:25]3[C@:20]([CH2:38][O:39][CH2:40][CH:41]4[CH2:43][CH2:42]4)([CH2:21][C:22]4[CH:30]=[N:29][N:28]([C:31]5[CH:36]=[CH:35][C:34]([F:37])=[CH:33][CH:32]=5)[C:23]=4[CH:24]=3)[CH2:19]2)(=[O:17])=[O:16])=[CH:11][CH:10]=1, predict the reaction product. The product is: [CH:41]1([CH2:40][O:39][CH2:38][C@@:20]23[CH2:19][N:18]([S:15]([C:12]4[CH:13]=[CH:14][C:9]([N:5]5[CH2:6][CH2:7][C@@H:3]([F:2])[CH2:4]5)=[CH:10][CH:11]=4)(=[O:16])=[O:17])[CH2:27][CH2:26][C:25]2=[CH:24][C:23]2[N:28]([C:31]4[CH:36]=[CH:35][C:34]([F:37])=[CH:33][CH:32]=4)[N:29]=[CH:30][C:22]=2[CH2:21]3)[CH2:43][CH2:42]1. (4) The product is: [ClH:33].[CH2:11]([C:9]([NH:8][C:5]1[CH:4]=[CH:3][C:2]([C:15]2[N:16]=[C:17]([N:25]3[CH2:26][CH2:27][N:28]([CH2:31][CH3:32])[CH2:29][CH2:30]3)[C:18]3[C:23]([CH:24]=2)=[CH:22][CH:21]=[CH:20][CH:19]=3)=[CH:7][N:6]=1)=[O:10])[CH2:12][CH3:13]. Given the reactants Br[C:2]1[CH:3]=[CH:4][C:5]([NH:8][C:9]([CH2:11][CH2:12][CH3:13])=[O:10])=[N:6][CH:7]=1.Br[C:15]1[N:16]=[C:17]([N:25]2[CH2:30][CH2:29][N:28]([CH2:31][CH3:32])[CH2:27][CH2:26]2)[C:18]2[C:23]([CH:24]=1)=[CH:22][CH:21]=[CH:20][CH:19]=2.[ClH:33], predict the reaction product. (5) Given the reactants [C:1]([C:5]1[CH:10]=[CH:9][C:8]([S:11]([N:14]([CH2:25][C:26](O)=[O:27])[C:15]2[CH:16]=[C:17]3[C:22](=[CH:23][CH:24]=2)[N:21]=[CH:20][CH:19]=[CH:18]3)(=[O:13])=[O:12])=[CH:7][CH:6]=1)([CH3:4])([CH3:3])[CH3:2].[CH2:29]([NH:31][CH2:32][C:33]1[CH:38]=[CH:37][CH:36]=[C:35]([CH3:39])[N:34]=1)[CH3:30], predict the reaction product. The product is: [C:1]([C:5]1[CH:10]=[CH:9][C:8]([S:11]([N:14]([C:15]2[CH:16]=[C:17]3[C:22](=[CH:23][CH:24]=2)[N:21]=[CH:20][CH:19]=[CH:18]3)[CH2:25][C:26]([N:31]([CH2:29][CH3:30])[CH2:32][C:33]2[CH:38]=[CH:37][CH:36]=[C:35]([CH3:39])[N:34]=2)=[O:27])(=[O:12])=[O:13])=[CH:7][CH:6]=1)([CH3:2])([CH3:3])[CH3:4].